This data is from TCR-epitope binding with 47,182 pairs between 192 epitopes and 23,139 TCRs. The task is: Binary Classification. Given a T-cell receptor sequence (or CDR3 region) and an epitope sequence, predict whether binding occurs between them. The epitope is EEHVQIHTI. The TCR CDR3 sequence is CASSLEGTGVSGANVLTF. Result: 0 (the TCR does not bind to the epitope).